This data is from Peptide-MHC class II binding affinity with 134,281 pairs from IEDB. The task is: Regression. Given a peptide amino acid sequence and an MHC pseudo amino acid sequence, predict their binding affinity value. This is MHC class II binding data. (1) The peptide sequence is GSDPKKLVLNIKYTR. The MHC is DRB1_1001 with pseudo-sequence DRB1_1001. The binding affinity (normalized) is 0.334. (2) The peptide sequence is KSYVLEGTLTAE. The MHC is DRB1_0401 with pseudo-sequence DRB1_0401. The binding affinity (normalized) is 0.601. (3) The peptide sequence is IHLVIHRIRTLIGQE. The MHC is DRB1_0801 with pseudo-sequence DRB1_0801. The binding affinity (normalized) is 0.671. (4) The peptide sequence is ILVQAGEAETMTPSG. The MHC is DRB4_0101 with pseudo-sequence DRB4_0103. The binding affinity (normalized) is 0. (5) The peptide sequence is TSLCFSESIPTPSNR. The MHC is DRB1_0404 with pseudo-sequence DRB1_0404. The binding affinity (normalized) is 0.498. (6) The peptide sequence is GSAYTALFSGVSWVM. The MHC is DRB1_1101 with pseudo-sequence DRB1_1101. The binding affinity (normalized) is 0.863. (7) The peptide sequence is GELQIVDKIDAAFKI. The MHC is DRB4_0101 with pseudo-sequence DRB4_0103. The binding affinity (normalized) is 0.674.